From a dataset of Full USPTO retrosynthesis dataset with 1.9M reactions from patents (1976-2016). Predict the reactants needed to synthesize the given product. (1) Given the product [CH2:29]([C:13]1[C:12]([S:11][C:8]2[CH:9]=[CH:10][C:5]([NH:4][CH3:1])=[CH:6][CH:7]=2)=[C:16]([CH2:17][CH3:18])[N:15]([CH2:19][CH2:20][NH:21][C:22](=[O:28])[O:23][C:24]([CH3:25])([CH3:27])[CH3:26])[N:14]=1)[CH3:30], predict the reactants needed to synthesize it. The reactants are: [CH3:1][O-].[Na+].[NH2:4][C:5]1[CH:10]=[CH:9][C:8]([S:11][C:12]2[C:13]([CH2:29][CH3:30])=[N:14][N:15]([CH2:19][CH2:20][NH:21][C:22](=[O:28])[O:23][C:24]([CH3:27])([CH3:26])[CH3:25])[C:16]=2[CH2:17][CH3:18])=[CH:7][CH:6]=1.[BH4-].[Na+]. (2) Given the product [CH3:18][C:19]([CH2:21][C:22]([OH:24])=[O:23])=[O:20].[CH2:11]([C:9]1[CH:8]=[CH:7][C:6]([CH2:18][CH2:19][OH:20])=[N:5][CH:10]=1)[CH3:12], predict the reactants needed to synthesize it. The reactants are: S(Cl)(Cl)=O.[N:5]1[CH:10]=[CH:9][CH:8]=[CH:7][CH:6]=1.[CH2:11](N(CC)CC)[CH3:12].[CH3:18][C:19]([CH2:21][C:22]([OH:24])=[O:23])=[O:20].